This data is from Catalyst prediction with 721,799 reactions and 888 catalyst types from USPTO. The task is: Predict which catalyst facilitates the given reaction. Product: [Cl:1][C:2]1[CH:7]=[CH:6][C:5]([B:8]([OH:9])[OH:10])=[C:4]([CH2:11][OH:12])[CH:3]=1. The catalyst class is: 6. Reactant: [Cl:1][C:2]1[CH:7]=[CH:6][C:5]([B:8]([OH:10])[OH:9])=[C:4]([CH:11]=[O:12])[CH:3]=1.C1COCC1.[BH4-].[Na+].